Dataset: Forward reaction prediction with 1.9M reactions from USPTO patents (1976-2016). Task: Predict the product of the given reaction. (1) Given the reactants N1[CH:5]=[N:4][C:3](SCCO)=N1.[C:10]1([C:16]([C:32]2[CH:37]=[CH:36][CH:35]=[CH:34][CH:33]=2)([C:26]2[CH:31]=[CH:30][CH:29]=[CH:28][CH:27]=2)[N:17]2[CH:21]=[N:20][C:19]([CH2:22][CH2:23][CH2:24][OH:25])=[N:18]2)[CH:15]=[CH:14][CH:13]=[CH:12][CH:11]=1, predict the reaction product. The product is: [C:32]1([C:16]([C:10]2[CH:15]=[CH:14][CH:13]=[CH:12][CH:11]=2)([C:26]2[CH:27]=[CH:28][CH:29]=[CH:30][CH:31]=2)[N:17]2[CH:21]=[N:20][C:19]([CH2:22][CH2:23][CH2:24][O:25][C:5]3[CH:15]=[C:10]([C:16]#[N:17])[CH:11]=[CH:3][N:4]=3)=[N:18]2)[CH:37]=[CH:36][CH:35]=[CH:34][CH:33]=1. (2) Given the reactants Br[CH2:2][CH2:3][CH:4]([C:11]1[CH:16]=[CH:15][CH:14]=[CH:13][CH:12]=1)[C:5]1[CH:10]=[CH:9][CH:8]=[CH:7][CH:6]=1.[C-]#N.[K+].C[CH2:21][N:22](CC)CC.[Cl:27][CH2:28][C:29](Cl)=[O:30], predict the reaction product. The product is: [Cl:27][CH2:28][C:29]([NH:22][CH2:21][CH2:2][CH2:3][CH:4]([C:11]1[CH:16]=[CH:15][CH:14]=[CH:13][CH:12]=1)[C:5]1[CH:10]=[CH:9][CH:8]=[CH:7][CH:6]=1)=[O:30]. (3) The product is: [CH:26]1([NH:25][C:11]([C:2]2[CH:3]=[CH:4][C:5]3[C:10](=[CH:9][CH:8]=[N:7][CH:6]=3)[N:1]=2)=[O:13])[C:34]2[C:29](=[CH:30][CH:31]=[CH:32][CH:33]=2)[CH2:28][CH2:27]1. Given the reactants [N:1]1[C:10]2[C:5](=[CH:6][N:7]=[CH:8][CH:9]=2)[CH:4]=[CH:3][C:2]=1[C:11]([OH:13])=O.O.ON1C2C=CC=CC=2N=N1.[NH2:25][CH:26]1[C:34]2[C:29](=[CH:30][CH:31]=[CH:32][CH:33]=2)[CH2:28][CH2:27]1.CCCCCC.C(OCC)(=O)C, predict the reaction product. (4) Given the reactants [NH2:1][C:2]1[CH:27]=[CH:26][C:5]([O:6][C:7]2[CH:12]=[CH:11][N:10]=[C:9]([NH:13][C:14]([N:16]3[CH2:21][CH2:20][CH:19]([CH2:22][N:23]([CH3:25])[CH3:24])[CH2:18][CH2:17]3)=[O:15])[CH:8]=2)=[C:4]([F:28])[CH:3]=1.[F:29][C:30]1[CH:35]=[CH:34][C:33]([CH2:36][C:37]([N:39]=[C:40]=[O:41])=[O:38])=[CH:32][CH:31]=1, predict the reaction product. The product is: [CH3:24][N:23]([CH2:22][CH:19]1[CH2:18][CH2:17][N:16]([C:14]([NH:13][C:9]2[CH:8]=[C:7]([O:6][C:5]3[CH:26]=[CH:27][C:2]([NH:1][C:40]([NH:39][C:37](=[O:38])[CH2:36][C:33]4[CH:34]=[CH:35][C:30]([F:29])=[CH:31][CH:32]=4)=[O:41])=[CH:3][C:4]=3[F:28])[CH:12]=[CH:11][N:10]=2)=[O:15])[CH2:21][CH2:20]1)[CH3:25].